Dataset: Reaction yield outcomes from USPTO patents with 853,638 reactions. Task: Predict the reaction yield, written as a fraction of the theoretical maximum amount of product (1.0 means a 100% yield; for example, 0.34 means a 34% yield). (1) The reactants are [CH3:1][C@@H:2]([C@@H:14]1[C@@:18]2([CH3:43])[CH2:19][CH2:20][C@@H:21]3[C@@:26]4([CH3:41])[CH2:27][CH2:28][C@H:29]([NH:31][CH2:32][CH2:33][CH2:34][NH:35][CH2:36][CH2:37][CH2:38][CH2:39][NH2:40])[CH2:30][C@@H:25]4[CH2:24][C@@H:23]([OH:42])[C@H:22]3[C@@H:17]2[CH2:16][CH2:15]1)[CH2:3][CH2:4][C@@H:5]([O:9][S:10]([OH:13])(=[O:12])=[O:11])[CH:6]([CH3:8])[CH3:7].[C:44]([OH:49])(=[O:48])[C@H:45]([CH3:47])[OH:46].C(O)C. No catalyst specified. The product is [CH3:1][C@@H:2]([C@@H:14]1[C@@:18]2([CH3:43])[CH2:19][CH2:20][C@@H:21]3[C@@:26]4([CH3:41])[CH2:27][CH2:28][C@H:29]([NH:31][CH2:32][CH2:33][CH2:34][NH:35][CH2:36][CH2:37][CH2:38][CH2:39][NH2:40])[CH2:30][C@@H:25]4[CH2:24][C@@H:23]([OH:42])[C@H:22]3[C@@H:17]2[CH2:16][CH2:15]1)[CH2:3][CH2:4][C@@H:5]([O:9][S:10]([OH:13])(=[O:12])=[O:11])[CH:6]([CH3:7])[CH3:8].[CH3:47][C@H:45]([OH:46])[C:44]([OH:49])=[O:48].[CH3:47][C@H:45]([OH:46])[C:44]([OH:49])=[O:48]. The yield is 0.760. (2) The reactants are P(Cl)(Cl)(Cl)=O.[CH2:6]([O:8][C:9]([C:11]1[NH:12][CH:13]=[C:14]([CH3:16])[CH:15]=1)=[O:10])[CH3:7].CN(C)[CH:19]=[O:20]. The catalyst is O.[OH-].[Na+]. The product is [CH2:6]([O:8][C:9]([C:11]1[NH:12][C:13]([CH:19]=[O:20])=[C:14]([CH3:16])[CH:15]=1)=[O:10])[CH3:7]. The yield is 0.680. (3) The reactants are [NH2:1][C:2]1[C:3]([CH3:28])=[C:4]([C:8]2[C:20]3[C:19]4[C:14](=[CH:15][C:16]([CH:21]([OH:24])[CH2:22][OH:23])=[CH:17][CH:18]=4)[NH:13][C:12]=3[C:11]([C:25]([NH2:27])=[O:26])=[CH:10][CH:9]=2)[CH:5]=[CH:6][CH:7]=1.[F:29][C:30]1[CH:31]=[CH:32][C:33]([C:36](O)=[O:37])=[N:34][CH:35]=1.C1C=NC2N(O)N=NC=2C=1.C(Cl)CCl.CCN(C(C)C)C(C)C. The catalyst is C(#N)C.C1COCC1. The product is [OH:24][CH:21]([C:16]1[CH:15]=[C:14]2[C:19]([C:20]3[C:8]([C:4]4[CH:5]=[CH:6][CH:7]=[C:2]([NH:1][C:36](=[O:37])[C:33]5[CH:32]=[CH:31][C:30]([F:29])=[CH:35][N:34]=5)[C:3]=4[CH3:28])=[CH:9][CH:10]=[C:11]([C:25]([NH2:27])=[O:26])[C:12]=3[NH:13]2)=[CH:18][CH:17]=1)[CH2:22][OH:23]. The yield is 0.530. (4) The reactants are [Cl:1][C:2]1[CH:7]=[CH:6][N:5]=[C:4]2[CH:8]=[CH:9][S:10][C:3]=12.[Li]CCCC.[Br:16]Br. The catalyst is C1COCC1. The product is [Br:16][C:9]1[S:10][C:3]2[C:4](=[N:5][CH:6]=[CH:7][C:2]=2[Cl:1])[CH:8]=1. The yield is 0.710. (5) The reactants are [H-].[H-].[H-].[H-].[Li+].[Al+3].[CH3:7][O:8][C:9]1[CH:10]=[C:11]([CH:16]=[C:17]([O:22][CH3:23])[C:18]=1[CH:19]([CH3:21])[CH3:20])[C:12](OC)=[O:13]. The catalyst is CCOCC. The product is [CH3:23][O:22][C:17]1[CH:16]=[C:11]([CH:10]=[C:9]([O:8][CH3:7])[C:18]=1[CH:19]([CH3:21])[CH3:20])[CH2:12][OH:13]. The yield is 0.883.